Task: Predict the reaction yield, written as a fraction of the theoretical maximum amount of product (1.0 means a 100% yield; for example, 0.34 means a 34% yield).. Dataset: Reaction yield outcomes from USPTO patents with 853,638 reactions The reactants are [Cl:1][C:2]1[N:7]=[CH:6][C:5]([CH2:8][OH:9])=[CH:4][CH:3]=1.CC(C)([O-])C.[K+].FC(F)(F)S(O[CH2:22][C:23]([F:26])([F:25])[F:24])(=O)=O.CCOC(C)=O. The catalyst is C1COCC1.O. The product is [Cl:1][C:2]1[CH:3]=[CH:4][C:5]([CH2:8][O:9][CH2:22][C:23]([F:26])([F:25])[F:24])=[CH:6][N:7]=1. The yield is 0.340.